Dataset: Forward reaction prediction with 1.9M reactions from USPTO patents (1976-2016). Task: Predict the product of the given reaction. (1) Given the reactants [O:1]=[C:2]1[C:11]2[C:6](=[CH:7][C:8]([C:12]([OH:14])=O)=[CH:9][CH:10]=2)[NH:5][C:4](=[S:15])[N:3]1[CH2:16][C:17]1[CH:22]=[CH:21][CH:20]=[CH:19][N:18]=1.[Cl:23][C:24]1[CH:31]=[CH:30][C:27]([CH2:28][NH2:29])=[CH:26][CH:25]=1.CCN(C(C)C)C(C)C.CN(C(ON1N=NC2C=CC=NC1=2)=[N+](C)C)C.F[P-](F)(F)(F)(F)F, predict the reaction product. The product is: [Cl:23][C:24]1[CH:31]=[CH:30][C:27]([CH2:28][NH:29][C:12]([C:8]2[CH:7]=[C:6]3[C:11]([C:2](=[O:1])[N:3]([CH2:16][C:17]4[CH:22]=[CH:21][CH:20]=[CH:19][N:18]=4)[C:4](=[S:15])[NH:5]3)=[CH:10][CH:9]=2)=[O:14])=[CH:26][CH:25]=1. (2) Given the reactants [CH3:1][S:2][C:3]1[N:8]=[C:7](Cl)[C:6]([CH:10]=[O:11])=[C:5]([Cl:12])[N:4]=1.[NH:13]1[CH2:18][CH2:17][O:16][CH2:15][CH2:14]1, predict the reaction product. The product is: [CH3:1][S:2][C:3]1[N:4]=[C:5]([Cl:12])[C:6]([CH:10]=[O:11])=[C:7]([N:13]2[CH2:18][CH2:17][O:16][CH2:15][CH2:14]2)[N:8]=1. (3) Given the reactants Cl.[CH3:2][O:3][C:4]1[CH:5]=[C:6]([CH:8]=[CH:9][C:10]=1[N:11]1[CH:15]=[C:14]([CH3:16])[N:13]=[CH:12]1)[NH2:7].[N:17]#[C:18][NH2:19].Cl, predict the reaction product. The product is: [CH3:2][O:3][C:4]1[CH:5]=[C:6]([NH:7][C:18]([NH2:19])=[NH:17])[CH:8]=[CH:9][C:10]=1[N:11]1[CH:15]=[C:14]([CH3:16])[N:13]=[CH:12]1. (4) Given the reactants [F:1][C:2]([F:14])([F:13])[C:3]1[CH:4]=[CH:5][C:6]([CH3:12])=[C:7]([CH:11]=1)[C:8]([OH:10])=O.[F:15][C:16]1([F:34])[CH2:21][CH2:20][C:19]([CH2:32][NH2:33])([C:22]2[CH:23]=[N:24][C:25]([C:28]([F:31])([F:30])[F:29])=[CH:26][CH:27]=2)[CH2:18][CH2:17]1, predict the reaction product. The product is: [F:34][C:16]1([F:15])[CH2:17][CH2:18][C:19]([CH2:32][NH:33][C:8](=[O:10])[C:7]2[CH:11]=[C:3]([C:2]([F:1])([F:14])[F:13])[CH:4]=[CH:5][C:6]=2[CH3:12])([C:22]2[CH:23]=[N:24][C:25]([C:28]([F:29])([F:30])[F:31])=[CH:26][CH:27]=2)[CH2:20][CH2:21]1. (5) Given the reactants [CH:1]1([CH2:4][O:5][C:6]2[CH:14]=[CH:13][C:9]([C:10]([OH:12])=O)=[CH:8][CH:7]=2)[CH2:3][CH2:2]1.[C:15]([NH:18][C@@H:19]([CH3:43])[CH2:20][O:21][C:22]1[CH:27]=[C:26]([S:28][CH2:29][CH2:30][C:31]([O:33][CH2:34][CH:35]([CH2:40][CH3:41])[CH2:36][CH2:37][CH2:38][CH3:39])=[O:32])[C:25]([NH2:42])=[CH:24][N:23]=1)(=[O:17])[CH3:16].CN(C(ON1N=NC2C=CC=NC1=2)=[N+](C)C)C.F[P-](F)(F)(F)(F)F.C(N(CC)C(C)C)(C)C, predict the reaction product. The product is: [C:15]([NH:18][C@@H:19]([CH3:43])[CH2:20][O:21][C:22]1[CH:27]=[C:26]([S:28][CH2:29][CH2:30][C:31]([O:33][CH2:34][CH:35]([CH2:40][CH3:41])[CH2:36][CH2:37][CH2:38][CH3:39])=[O:32])[C:25]([NH:42][C:10](=[O:12])[C:9]2[CH:8]=[CH:7][C:6]([O:5][CH2:4][CH:1]3[CH2:2][CH2:3]3)=[CH:14][CH:13]=2)=[CH:24][N:23]=1)(=[O:17])[CH3:16]. (6) The product is: [C:23]([C:22]1[CH:25]=[CH:26][C:19]([NH:18][C:14]([C:11]2([OH:17])[CH2:10][CH2:9][N:8]([C:6]([O:5][C:1]([CH3:2])([CH3:3])[CH3:4])=[O:7])[CH2:13][CH2:12]2)=[O:16])=[N:20][CH:21]=1)#[N:24]. Given the reactants [C:1]([O:5][C:6]([N:8]1[CH2:13][CH2:12][C:11]([OH:17])([C:14]([OH:16])=O)[CH2:10][CH2:9]1)=[O:7])([CH3:4])([CH3:3])[CH3:2].[NH2:18][C:19]1[CH:26]=[CH:25][C:22]([C:23]#[N:24])=[CH:21][N:20]=1.CCN(C(C)C)C(C)C.CN(C(ON1N=NC2C=CC=NC1=2)=[N+](C)C)C.F[P-](F)(F)(F)(F)F, predict the reaction product. (7) Given the reactants [NH2:1][CH:2]([CH2:6][CH2:7][CH2:8][CH3:9])[C:3]([OH:5])=[O:4].C(N(CC)CC)C.[C:17](O[C:17]([O:19][C:20]([CH3:23])([CH3:22])[CH3:21])=[O:18])([O:19][C:20]([CH3:23])([CH3:22])[CH3:21])=[O:18], predict the reaction product. The product is: [C:20]([O:19][C:17]([NH:1][CH:2]([CH2:6][CH2:7][CH2:8][CH3:9])[C:3]([OH:5])=[O:4])=[O:18])([CH3:23])([CH3:22])[CH3:21]. (8) The product is: [CH:3]1([C@H:9]([NH:14][C:15]([C:17]2[CH:22]=[CH:21][C:20]([C:23]3[CH:28]=[CH:27][CH:26]=[CH:25][CH:24]=3)=[CH:19][C:18]=2[NH:29][C:30](=[O:41])[CH2:31][C:32]2[C:37]([Cl:38])=[CH:36][C:35]([Cl:39])=[CH:34][C:33]=2[Cl:40])=[O:16])[C:10]([OH:12])=[O:11])[CH2:8][CH2:7][CH2:6][CH2:5][CH2:4]1. Given the reactants [OH-].[Li+].[CH:3]1([C@H:9]([NH:14][C:15]([C:17]2[CH:22]=[CH:21][C:20]([C:23]3[CH:28]=[CH:27][CH:26]=[CH:25][CH:24]=3)=[CH:19][C:18]=2[NH:29][C:30](=[O:41])[CH2:31][C:32]2[C:37]([Cl:38])=[CH:36][C:35]([Cl:39])=[CH:34][C:33]=2[Cl:40])=[O:16])[C:10]([O:12]C)=[O:11])[CH2:8][CH2:7][CH2:6][CH2:5][CH2:4]1.CO.O, predict the reaction product. (9) Given the reactants Br[C:2]1[C:3]([O:9][C:10]2[CH:15]=[CH:14][CH:13]=[CH:12][CH:11]=2)=[N:4][CH:5]=[C:6]([CH3:8])[CH:7]=1.[Cl:16][C:17]1[CH:22]=[CH:21][C:20](B(O)O)=[CH:19][CH:18]=1.C(=O)([O-])[O-].[Na+].[Na+], predict the reaction product. The product is: [Cl:16][C:17]1[CH:22]=[CH:21][C:20]([C:2]2[C:3]([O:9][C:10]3[CH:15]=[CH:14][CH:13]=[CH:12][CH:11]=3)=[N:4][CH:5]=[C:6]([CH3:8])[CH:7]=2)=[CH:19][CH:18]=1. (10) The product is: [CH3:18][C:17]1[C:16]([CH2:15][CH2:14][C:10]2[CH:9]=[C:8]3[C:13](=[CH:12][CH:11]=2)[N:5]([CH2:40][CH2:36][C:37]([OH:39])=[O:38])[CH:6]=[CH:7]3)=[CH:33][C:32]2[CH2:31][CH2:30][CH2:29][NH:28][C:27]=2[N:26]=1. Given the reactants C([Si](C(C)C)(C(C)C)[N:5]1[C:13]2[C:8](=[CH:9][C:10]([CH2:14][CH2:15][CH2:16][C:17](=O)[CH3:18])=[CH:11][CH:12]=2)[CH:7]=[CH:6]1)(C)C.[NH2:26][C:27]1[C:32]([CH:33]=O)=[CH:31][CH:30]=[CH:29][N:28]=1.N1CC[CH2:40][C@H:36]1[C:37]([OH:39])=[O:38], predict the reaction product.